This data is from Reaction yield outcomes from USPTO patents with 853,638 reactions. The task is: Predict the reaction yield, written as a fraction of the theoretical maximum amount of product (1.0 means a 100% yield; for example, 0.34 means a 34% yield). (1) The reactants are [CH3:1][CH:2]([CH3:15])[CH2:3][CH2:4][O:5][C:6]1[CH:11]=[CH:10][C:9]([N+:12]([O-])=O)=[CH:8][CH:7]=1.[H][H]. The catalyst is [Pd].C(OCC)(=O)C. The product is [CH3:1][CH:2]([CH3:15])[CH2:3][CH2:4][O:5][C:6]1[CH:7]=[CH:8][C:9]([NH2:12])=[CH:10][CH:11]=1. The yield is 1.00. (2) The reactants are [CH3:1][O:2][C:3]1[CH:12]=[CH:11][C:10]([S:13](=[O:16])(=[O:15])[NH2:14])=[CH:9][C:4]=1[C:5]([O:7]C)=[O:6].[OH-].[Na+].Cl. The catalyst is CO. The product is [CH3:1][O:2][C:3]1[CH:12]=[CH:11][C:10]([S:13](=[O:16])(=[O:15])[NH2:14])=[CH:9][C:4]=1[C:5]([OH:7])=[O:6]. The yield is 0.983. (3) The reactants are FC([C:4]([O:10][C:11]([C:14]([C:17]([C:20]([C:23]([C:26](F)=[O:27])([F:25])[F:24])([F:22])[F:21])([F:19])[F:18])([F:16])[F:15])([F:13])[F:12])([C:6]([F:9])([F:8])[F:7])[F:5])=O.FC(F)(F)C1(F)[O:35]C1(F)F.FC(F)(C(F)(F)C(F)(F)C(F)(F)C(F)=O)C(F)=O.C(=O)([O-])[O-].[Na+].[Na+].C(=O)=O.S(=O)(=O)(O)O. The catalyst is COCCOCCOC.O. The product is [C:6]([CH:4]([O:10][C:11]([C:14]([C:17]([C:20]([C:23]([C:26]([OH:35])=[O:27])([F:24])[F:25])([F:21])[F:22])([F:19])[F:18])([F:15])[F:16])([F:12])[F:13])[F:5])([F:9])([F:7])[F:8]. The yield is 0.950. (4) The reactants are [OH:1][C:2]1[CH:28]=[CH:27][C:5]([C:6]([C:8]2[CH:24]=[CH:23][C:22]([O:25][CH3:26])=[CH:21][C:9]=2[O:10][C:11]([CH3:20])([CH3:19])[C:12]([O:14]C(C)(C)C)=[O:13])=[O:7])=[CH:4][CH:3]=1.[C:29]1([CH2:35][CH2:36]O)[CH:34]=[CH:33][CH:32]=[CH:31][CH:30]=1.C(P(CCCC)CCCC)CCC.CCCCCC. The catalyst is O1CCCC1. The product is [CH3:26][O:25][C:22]1[CH:23]=[CH:24][C:8]([C:6](=[O:7])[C:5]2[CH:4]=[CH:3][C:2]([O:1][CH2:36][CH2:35][C:29]3[CH:34]=[CH:33][CH:32]=[CH:31][CH:30]=3)=[CH:28][CH:27]=2)=[C:9]([CH:21]=1)[O:10][C:11]([CH3:19])([CH3:20])[C:12]([OH:14])=[O:13]. The yield is 0.480. (5) The reactants are F[C:2]1[C:7]([C:8]2[N:13]=[C:12]([CH3:14])[N:11]=[C:10]([NH2:15])[N:9]=2)=[CH:6][C:5]([CH2:16][N:17]2[CH2:22][CH2:21][O:20][CH2:19][CH2:18]2)=[CH:4][N:3]=1.[NH2:23][C:24]1[CH:25]=[C:26]([NH:31][S:32]([CH3:35])(=[O:34])=[O:33])[C:27]([Cl:30])=[N:28][CH:29]=1.C[Si]([N-][Si](C)(C)C)(C)C.[Na+].CO. The catalyst is CN(C=O)C. The product is [NH2:15][C:10]1[N:11]=[C:12]([CH3:14])[N:13]=[C:8]([C:7]2[C:2]([NH:23][C:24]3[CH:25]=[C:26]([NH:31][S:32]([CH3:35])(=[O:34])=[O:33])[C:27]([Cl:30])=[N:28][CH:29]=3)=[N:3][CH:4]=[C:5]([CH2:16][N:17]3[CH2:22][CH2:21][O:20][CH2:19][CH2:18]3)[CH:6]=2)[N:9]=1. The yield is 0.770. (6) The reactants are Cl[C:2]1[N:10]=[C:9]([Cl:11])[CH:8]=[CH:7][C:3]=1[C:4]([NH2:6])=[O:5].ClC1C=[CH:20][C:16]([C:17](N)=O)=[C:15](OC(C)C)N=1.C([N:28](CC)CC)C. The catalyst is C(#N)C. The product is [C:16]([NH:28][C:2]1[N:10]=[C:9]([Cl:11])[CH:8]=[CH:7][C:3]=1[C:4]([NH2:6])=[O:5])([CH3:20])([CH3:17])[CH3:15]. The yield is 0.180.